Dataset: Reaction yield outcomes from USPTO patents with 853,638 reactions. Task: Predict the reaction yield, written as a fraction of the theoretical maximum amount of product (1.0 means a 100% yield; for example, 0.34 means a 34% yield). (1) The reactants are [O:1]1[C:5]2[CH:6]=[CH:7][C:8]([C:10]3([C:13]([NH:15][C:16]4[CH:17]=[C:18]5[C:22](=[CH:23][C:24]=4[F:25])[NH:21][CH:20]([C:26]([CH3:29])([CH3:28])[CH3:27])[CH2:19]5)=[O:14])[CH2:12][CH2:11]3)=[CH:9][C:4]=2[O:3][CH2:2]1.[O:30]1[CH2:35][CH2:34][CH2:33][CH:32]([CH:36]=O)[CH2:31]1.[BH-](OC(C)=O)(OC(C)=O)OC(C)=O.[Na+]. The product is [O:1]1[C:5]2[CH:6]=[CH:7][C:8]([C:10]3([C:13]([NH:15][C:16]4[CH:17]=[C:18]5[C:22](=[CH:23][C:24]=4[F:25])[N:21]([CH2:36][CH:32]4[CH2:33][CH2:34][CH2:35][O:30][CH2:31]4)[CH:20]([C:26]([CH3:29])([CH3:28])[CH3:27])[CH2:19]5)=[O:14])[CH2:12][CH2:11]3)=[CH:9][C:4]=2[O:3][CH2:2]1. The catalyst is ClCCl. The yield is 0.500. (2) The reactants are [CH3:1][C:2]1[C:3]([Se:16][C:17]#[C:18][C:19]2[CH:28]=[CH:27][C:22]([C:23]([O:25]C)=[O:24])=[CH:21][CH:20]=2)=[CH:4][C:5]2[C:6]([CH3:15])([CH3:14])[CH2:7][CH2:8][C:9]([CH3:13])([CH3:12])[C:10]=2[CH:11]=1.CCCCCCC. The catalyst is C1COCC1.[OH-].[Na+]. The product is [CH3:1][C:2]1[C:3]([Se:16][C:17]#[C:18][C:19]2[CH:20]=[CH:21][C:22]([C:23]([OH:25])=[O:24])=[CH:27][CH:28]=2)=[CH:4][C:5]2[C:6]([CH3:15])([CH3:14])[CH2:7][CH2:8][C:9]([CH3:12])([CH3:13])[C:10]=2[CH:11]=1. The yield is 0.800. (3) The catalyst is [Pd].Cl[Pd]Cl.C1(P(C2C=CC=CC=2)[C-]2C=CC=C2)C=CC=CC=1.[C-]1(P(C2C=CC=CC=2)C2C=CC=CC=2)C=CC=C1.[Fe+2].CN(C=O)C. The yield is 0.0820. The reactants are Cl[C:2]1[N:11]=[CH:10][C:9]2[N:8]([CH:12]3[CH2:17][CH2:16][O:15][CH2:14][CH2:13]3)[C:7](=[O:18])[CH:6]3[CH2:19][O:20][CH2:21][CH2:22][N:5]3[C:4]=2[N:3]=1.[CH3:23][NH:24][C:25]([NH:27][C:28]1[CH:33]=[CH:32][C:31](B2OC(C)(C)C(C)(C)O2)=[CH:30][CH:29]=1)=[O:26].O1CCOCC1.C([O-])(O)=O.[Na+]. The product is [CH3:23][NH:24][C:25]([NH:27][C:28]1[CH:33]=[CH:32][C:31]([C:2]2[N:11]=[CH:10][C:9]3[N:8]([CH:12]4[CH2:17][CH2:16][O:15][CH2:14][CH2:13]4)[C:7](=[O:18])[CH:6]4[CH2:19][O:20][CH2:21][CH2:22][N:5]4[C:4]=3[N:3]=2)=[CH:30][CH:29]=1)=[O:26]. (4) The product is [C:2]1([CH3:4])[CH:3]=[CH:21][C:20]([S:25]([N:12]2[C:13]3[C:18](=[CH:17][CH:16]=[CH:15][CH:14]=3)[C:10]([C:7](=[O:9])[CH3:8])=[CH:11]2)(=[O:27])=[O:26])=[CH:19][CH:1]=1. The yield is 0.780. The catalyst is CN(C=O)C. The reactants are [CH3:1][C:2]([O-])([CH3:4])[CH3:3].[K+].[C:7]([C:10]1[C:18]2[C:13](=[CH:14][CH:15]=[CH:16][CH:17]=2)[NH:12][CH:11]=1)(=[O:9])[CH3:8].[C:19]1(C)[C:20]([S:25](Cl)(=[O:27])=[O:26])=[CH:21]C=CC=1.C(OC(C)=O)C.O. (5) The product is [Cl:28][C:17]1[C:18]([S:20][C:21]2[CH:22]=[C:23]([CH3:27])[CH:24]=[CH:25][CH:26]=2)=[CH:19][C:13]2[N:12]=[C:11]([N:9]3[CH:10]=[C:6]([C:4]([OH:5])=[O:3])[CH:7]=[N:8]3)[NH:15][C:14]=2[CH:16]=1. The catalyst is O. The reactants are C([O:3][C:4]([C:6]1[CH:7]=[N:8][N:9]([C:11]2[NH:15][C:14]3[CH:16]=[C:17]([Cl:28])[C:18]([S:20][C:21]4[CH:22]=[C:23]([CH3:27])[CH:24]=[CH:25][CH:26]=4)=[CH:19][C:13]=3[N:12]=2)[CH:10]=1)=[O:5])C.C1COCC1.O[Li].O. The yield is 0.890. (6) The reactants are [Cl:1][C:2]1[CH:3]=[C:4]([NH:9][C:10]2[N:15]=[C:14]([NH2:16])[N:13]=[C:12]([C:17]3[N:21]=[C:20]([C:22]4[CH:23]=[N:24][C:25]([O:28][CH2:29][C:30]([F:33])([F:32])[F:31])=[CH:26][CH:27]=4)[O:19][N:18]=3)[N:11]=2)[CH:5]=[CH:6][C:7]=1[F:8].[C:34](=O)([O-])[O-].[K+].[K+].IC.C(=O)([O-])[O-].[Cs+].[Cs+].[H-].[Na+]. The catalyst is CN(C=O)C. The product is [Cl:1][C:2]1[CH:3]=[C:4]([N:9]([CH3:34])[C:10]2[N:15]=[C:14]([NH2:16])[N:13]=[C:12]([C:17]3[N:21]=[C:20]([C:22]4[CH:23]=[N:24][C:25]([O:28][CH2:29][C:30]([F:33])([F:31])[F:32])=[CH:26][CH:27]=4)[O:19][N:18]=3)[N:11]=2)[CH:5]=[CH:6][C:7]=1[F:8]. The yield is 0.0800. (7) The reactants are CS(Cl)(=O)=O.O[CH2:7][CH2:8][C:9]1[O:13][C:12]([C:14]([O:16][CH2:17][CH3:18])=[O:15])=[CH:11][C:10]=1[C:19]([O:21][CH3:22])=[O:20].C(N(CC)CC)C.[K].[C:31]1(=[O:41])[NH:35][C:34](=[O:36])[C:33]2=[CH:37][CH:38]=[CH:39][CH:40]=[C:32]12. The catalyst is C(OCC)C.O. The product is [CH2:17]([O:16][C:14]([C:12]1[O:13][C:9]([CH2:8][CH2:7][N:35]2[C:34](=[O:36])[C:33]3=[CH:37][CH:38]=[CH:39][CH:40]=[C:32]3[C:31]2=[O:41])=[C:10]([C:19]([O:21][CH3:22])=[O:20])[CH:11]=1)=[O:15])[CH3:18]. The yield is 0.790.